Dataset: Reaction yield outcomes from USPTO patents with 853,638 reactions. Task: Predict the reaction yield, written as a fraction of the theoretical maximum amount of product (1.0 means a 100% yield; for example, 0.34 means a 34% yield). (1) The catalyst is C(Cl)Cl. The product is [OH:19][CH2:18][C:17]([CH3:26])([C:20]1[CH:21]=[CH:22][CH:23]=[CH:24][CH:25]=1)[CH2:16][CH2:15][CH2:14][CH2:13][CH2:12][NH:11][C:2]([NH:1][CH2:4][CH2:5][CH2:6][C:7]([O:9][CH3:10])=[O:8])=[O:3]. The reactants are [N:1]([CH2:4][CH2:5][CH2:6][C:7]([O:9][CH3:10])=[O:8])=[C:2]=[O:3].[NH2:11][CH2:12][CH2:13][CH2:14][CH2:15][CH2:16][C:17]([CH3:26])([C:20]1[CH:25]=[CH:24][CH:23]=[CH:22][CH:21]=1)[CH2:18][OH:19]. The yield is 1.02. (2) The reactants are [Br:1][C:2]1[C:3]([F:12])=[C:4]2[C:10]([NH2:11])=[CH:9][NH:8][C:5]2=[N:6][CH:7]=1.[CH3:13][C:14]1[O:15][CH:16]=[C:17]([C:19](O)=[O:20])[N:18]=1.C(N(CC)CC)C.C1N(P(Cl)(N2C(=O)OCC2)=O)C(=O)OC1.[Li+].[OH-]. The catalyst is C(Cl)Cl.O. The product is [Br:1][C:2]1[C:3]([F:12])=[C:4]2[C:10]([NH:11][C:19]([C:17]3[N:18]=[C:14]([CH3:13])[O:15][CH:16]=3)=[O:20])=[CH:9][NH:8][C:5]2=[N:6][CH:7]=1. The yield is 0.560. (3) The reactants are [I-].[F:2][C:3]([F:26])([F:25])[CH2:4][CH2:5][P+:6]([C:19]1[CH:24]=[CH:23][CH:22]=[CH:21][CH:20]=1)([C:13]1[CH:18]=[CH:17][CH:16]=[CH:15][CH:14]=1)[C:7]1[CH:12]=[CH:11][CH:10]=[CH:9][CH:8]=1.C[Si]([N-][Si](C)(C)C)(C)C.[Li+].[CH2:37]([O:39][C:40](Cl)=[O:41])[CH3:38]. The catalyst is C1COCC1. The product is [CH2:37]([O:39][C:40](=[O:41])[C:5](=[P:6]([C:13]1[CH:14]=[CH:15][CH:16]=[CH:17][CH:18]=1)([C:7]1[CH:8]=[CH:9][CH:10]=[CH:11][CH:12]=1)[C:19]1[CH:24]=[CH:23][CH:22]=[CH:21][CH:20]=1)[CH2:4][C:3]([F:2])([F:25])[F:26])[CH3:38]. The yield is 0.890.